Dataset: hERG Central: cardiac toxicity at 1µM, 10µM, and general inhibition. Task: Predict hERG channel inhibition at various concentrations. The drug is CC(C)CCN1CCN(C/C=C/c2ccco2)CC1CCO. Results: hERG_inhib (hERG inhibition (general)): blocker.